This data is from Catalyst prediction with 721,799 reactions and 888 catalyst types from USPTO. The task is: Predict which catalyst facilitates the given reaction. (1) Reactant: [F:1][C:2]([P:13](=[O:20])([O:17][CH2:18][CH3:19])[O:14][CH2:15][CH3:16])([F:12])[CH2:3][CH2:4][O:5][CH2:6][CH2:7][O:8][CH2:9][CH2:10]I.[N-:21]=[N+:22]=[N-:23].[Na+]. Product: [N:21]([CH2:10][CH2:9][O:8][CH2:7][CH2:6][O:5][CH2:4][CH2:3][C:2]([P:13](=[O:20])([O:17][CH2:18][CH3:19])[O:14][CH2:15][CH3:16])([F:12])[F:1])=[N+:22]=[N-:23]. The catalyst class is: 39. (2) Product: [S:1]1[C:5]2[CH:6]=[CH:7][CH:8]=[CH:9][C:4]=2[N:3]=[C:2]1[O:10][C:11]1[CH:16]=[CH:15][C:14]([CH2:17][CH2:18][N:19]([CH2:25][CH:26]2[CH2:27][CH2:28]2)[CH2:20][CH2:21][CH2:22][C:23]2[N:33]=[N:34][NH:35][N:24]=2)=[CH:13][CH:12]=1. The catalyst class is: 308. Reactant: [S:1]1[C:5]2[CH:6]=[CH:7][CH:8]=[CH:9][C:4]=2[N:3]=[C:2]1[O:10][C:11]1[CH:16]=[CH:15][C:14]([CH2:17][CH2:18][N:19]([CH2:25][CH:26]2[CH2:28][CH2:27]2)[CH2:20][CH2:21][CH2:22][C:23]#[N:24])=[CH:13][CH:12]=1.C[Al](C)C.[N:33]([Si](C)(C)C)=[N+:34]=[N-:35]. (3) Reactant: [Cl:1][C:2]1[CH:7]=[C:6]([Cl:8])[CH:5]=[CH:4][C:3]=1[C:9]1[C:27](=[O:28])[N:26]([CH3:29])[C:12]2[N:13]([CH3:25])[C:14]3[C:19]([C:11]=2[CH:10]=1)=[CH:18][C:17]([C:20](=O)[CH2:21][C:22]#[N:23])=[CH:16][CH:15]=3.C([O-])(=O)C.[Na+].Cl.[OH:36][NH-:37]. Product: [NH2:23][C:22]1[O:36][N:37]=[C:20]([C:17]2[CH:18]=[C:19]3[C:14](=[CH:15][CH:16]=2)[N:13]([CH3:25])[C:12]2[N:26]([CH3:29])[C:27](=[O:28])[C:9]([C:3]4[CH:4]=[CH:5][C:6]([Cl:8])=[CH:7][C:2]=4[Cl:1])=[CH:10][C:11]3=2)[CH:21]=1. The catalyst class is: 61. (4) Reactant: [Cl:1][C:2]1[CH:3]=[C:4]([C:8]2[O:12][N:11]=[CH:10][C:9]=2[CH2:13][CH2:14][C:15](OC)=[O:16])[CH:5]=[CH:6][CH:7]=1.[H-].C([Al+]CC(C)C)C(C)C.Cl. Product: [Cl:1][C:2]1[CH:3]=[C:4]([C:8]2[O:12][N:11]=[CH:10][C:9]=2[CH2:13][CH2:14][CH2:15][OH:16])[CH:5]=[CH:6][CH:7]=1. The catalyst class is: 7. (5) Reactant: [Br:1][C:2]1[N:3]=[C:4]2[C:11]([CH2:12][OH:13])=[CH:10][N:9](CO)[C:5]2=[N:6][C:7]=1[Cl:8]. Product: [Br:1][C:2]1[N:3]=[C:4]2[C:11]([CH:12]=[O:13])=[CH:10][NH:9][C:5]2=[N:6][C:7]=1[Cl:8]. The catalyst class is: 21. (6) Reactant: [CH3:1][C:2]1([CH3:14])[CH2:11][CH2:10][CH2:9][C:8]2([CH3:12])[CH:3]1[CH2:4][CH2:5][C:6](=O)[CH2:7]2.[C:15](O)(=O)C.[CH:19]([NH2:21])=[NH:20]. Product: [CH3:1][C:2]1([CH3:14])[CH:3]2[CH2:4][C:5]3[CH:15]=[N:20][CH:19]=[N:21][C:6]=3[CH2:7][C:8]2([CH3:12])[CH2:9][CH2:10][CH2:11]1. The catalyst class is: 51. (7) Reactant: [H-].[Na+].COP([CH2:9][C:10]([O:12][CH3:13])=[O:11])(OC)=O.[CH3:14][C:15]1[C:20]([CH:21]=O)=[CH:19][CH:18]=[CH:17][N:16]=1. Product: [CH3:14][C:15]1[C:20](/[CH:21]=[CH:9]/[C:10]([O:12][CH3:13])=[O:11])=[CH:19][CH:18]=[CH:17][N:16]=1. The catalyst class is: 7. (8) Reactant: [Cl:1][C@H:2]1[CH2:19][C@@:17]2([CH3:18])[C@@H:13]([CH2:14][CH2:15][C:16]2=[O:20])[C@H:12]2[C@H:3]1[C@@H:4]1[C:9]([CH2:10][C@H:11]2[CH3:21])=[CH:8][C:7](=[O:22])[CH2:6][CH2:5]1.C(O)C.O.[BH4-].[Na+]. Product: [Cl:1][C@H:2]1[CH2:19][C@@:17]2([CH3:18])[C@@H:13]([CH2:14][CH2:15][C@@H:16]2[OH:20])[C@H:12]2[C@H:3]1[C@@H:4]1[C:9]([CH2:10][C@H:11]2[CH3:21])=[CH:8][C:7](=[O:22])[CH2:6][CH2:5]1. The catalyst class is: 7. (9) The catalyst class is: 753. Product: [Br-:26].[F:25][C:21]1[CH:20]=[C:19]([C:12]2([C:10]([O:9][C@@H:3]3[CH:4]4[CH2:5][CH2:6][N+:1]([CH2:27][C:28](=[O:29])[NH:30][C:31]5[CH:35]=[CH:34][O:33][N:32]=5)([CH2:8][CH2:7]4)[CH2:2]3)=[O:11])[CH2:18][CH2:17][CH2:16][CH2:15][CH2:14][CH2:13]2)[CH:24]=[CH:23][CH:22]=1. Reactant: [N:1]12[CH2:8][CH2:7][CH:4]([CH2:5][CH2:6]1)[C@@H:3]([O:9][C:10]([C:12]1([C:19]3[CH:24]=[CH:23][CH:22]=[C:21]([F:25])[CH:20]=3)[CH2:18][CH2:17][CH2:16][CH2:15][CH2:14][CH2:13]1)=[O:11])[CH2:2]2.[Br:26][CH2:27][C:28]([NH:30][C:31]1[CH:35]=[CH:34][O:33][N:32]=1)=[O:29]. (10) Reactant: C(NC(C)C)(C)C.[Li]CCCC.CCCCCC.[C:19]([OH:24])(=[O:23])[CH:20]([CH3:22])[CH3:21].[F:25][C:26]1[CH:33]=[CH:32][CH:31]=[CH:30][C:27]=1[CH:28]=[O:29]. Product: [F:25][C:26]1[CH:33]=[CH:32][CH:31]=[CH:30][C:27]=1[CH:28]([OH:29])[C:20]([CH3:22])([CH3:21])[C:19]([OH:24])=[O:23]. The catalyst class is: 1.